From a dataset of Forward reaction prediction with 1.9M reactions from USPTO patents (1976-2016). Predict the product of the given reaction. (1) Given the reactants Br[C:2]1[N:3]=[C:4]([O:28][CH3:29])[C:5]([N:8](COCC[Si](C)(C)C)[S:9]([C:12]2[CH:17]=[CH:16][CH:15]=[C:14]([Cl:18])[C:13]=2[Cl:19])(=[O:11])=[O:10])=[N:6][CH:7]=1.Cl.[CH3:31][N:32]([CH3:36])[CH2:33][CH2:34][SH:35], predict the reaction product. The product is: [Cl:19][C:13]1[C:14]([Cl:18])=[CH:15][CH:16]=[CH:17][C:12]=1[S:9]([NH:8][C:5]1[C:4]([O:28][CH3:29])=[N:3][C:2]([S:35][CH2:34][CH2:33][N:32]([CH3:36])[CH3:31])=[CH:7][N:6]=1)(=[O:10])=[O:11]. (2) Given the reactants [Cl:1][CH2:2][CH2:3][C:4]([NH:6][CH:7]1[CH2:13][CH:12]2[N:14]([C:15]3[C:24]4[C:19](=[CH:20][CH:21]=[CH:22][CH:23]=4)[C:18]([C:25]#[N:26])=[CH:17][CH:16]=3)[CH:9]([CH2:10][CH2:11]2)[CH2:8]1)=[O:5].[NH:27]1[CH:31]=[CH:30][N:29]=[CH:28]1.[I-].[Na+].ClCCl, predict the reaction product. The product is: [ClH:1].[C:25]([C:18]1[C:19]2[C:24](=[CH:23][CH:22]=[CH:21][CH:20]=2)[C:15]([N:14]2[CH:12]3[CH2:11][CH2:10][CH:9]2[CH2:8][CH:7]([NH:6][C:4](=[O:5])[CH2:3][CH2:2][N:27]2[CH:31]=[CH:30][N:29]=[CH:28]2)[CH2:13]3)=[CH:16][CH:17]=1)#[N:26]. (3) Given the reactants CCN(C(C)C)C(C)C.[C:10]1([N:16]([CH2:23][C:24]2[CH:29]=[CH:28][C:27]([C:30]3[C:31]([C:36](O)=[O:37])=[CH:32][CH:33]=[CH:34][CH:35]=3)=[CH:26][CH:25]=2)[C:17](=[O:22])[CH2:18][CH2:19][CH2:20][CH3:21])[CH:15]=[CH:14][CH:13]=[CH:12][CH:11]=1.[CH3:39][N:40]1[CH2:45][CH2:44][NH:43][CH2:42][CH2:41]1.CN(C(ON1N=NC2C=CC=NC1=2)=[N+](C)C)C.F[P-](F)(F)(F)(F)F.C(Cl)(=O)CCCC, predict the reaction product. The product is: [CH3:39][N:40]1[CH2:45][CH2:44][N:43]([C:36]([C:31]2[CH:32]=[CH:33][CH:34]=[CH:35][C:30]=2[C:27]2[CH:28]=[CH:29][C:24]([CH2:23][N:16]([C:10]3[CH:11]=[CH:12][CH:13]=[CH:14][CH:15]=3)[C:17](=[O:22])[CH2:18][CH2:19][CH2:20][CH3:21])=[CH:25][CH:26]=2)=[O:37])[CH2:42][CH2:41]1. (4) Given the reactants [NH2:1][CH2:2][C:3]1[CH:8]=[CH:7][C:6]([C:9]2[CH:14]=[CH:13][C:12]([S:15][CH:16]([CH2:23][CH:24]([CH3:26])[CH3:25])[C:17]([NH:19][CH2:20][C:21]#[N:22])=[O:18])=[CH:11][CH:10]=2)=[CH:5][CH:4]=1.[C:27]1(=O)[CH2:31]C[CH2:29][CH2:28]1.C([BH3-])#N.[Na+].[O-]S([O-])(=O)=O.[Mg+2].C([O-])(O)=O.[Na+], predict the reaction product. The product is: [C:21]([CH2:20][NH:19][C:17](=[O:18])[CH:16]([S:15][C:12]1[CH:13]=[CH:14][C:9]([C:6]2[CH:7]=[CH:8][C:3]([CH2:2][N:1]3[CH2:29][CH2:28][CH2:27][CH2:31]3)=[CH:4][CH:5]=2)=[CH:10][CH:11]=1)[CH2:23][CH:24]([CH3:26])[CH3:25])#[N:22]. (5) Given the reactants [CH:1]([N-]C(C)C)(C)C.[Li+].[Si:9]([O:16][C:17]1[CH:22]=[CH:21][C:20]([C@H:23]2[CH2:28][CH2:27][C@H:26]([CH:29]([CH3:34])[C:30]([O:32][CH3:33])=[O:31])[CH2:25][CH2:24]2)=[CH:19][CH:18]=1)([C:12]([CH3:15])([CH3:14])[CH3:13])([CH3:11])[CH3:10].CI.[Cl-].[NH4+], predict the reaction product. The product is: [Si:9]([O:16][C:17]1[CH:18]=[CH:19][C:20]([C@H:23]2[CH2:24][CH2:25][C@H:26]([C:29]([CH3:1])([CH3:34])[C:30]([O:32][CH3:33])=[O:31])[CH2:27][CH2:28]2)=[CH:21][CH:22]=1)([C:12]([CH3:15])([CH3:14])[CH3:13])([CH3:10])[CH3:11]. (6) The product is: [CH3:1][O:2][C:3]1[C:12]([C:13]([OH:15])=[O:14])=[C:11]([O:18][CH3:19])[C:10]2[C:5](=[CH:6][CH:7]=[CH:8][CH:9]=2)[N:4]=1. Given the reactants [CH3:1][O:2][C:3]1[C:12]([C:13]([O:15]CC)=[O:14])=[C:11]([O:18][CH3:19])[C:10]2[C:5](=[CH:6][CH:7]=[CH:8][CH:9]=2)[N:4]=1.Cl, predict the reaction product. (7) Given the reactants Br[C:2]1[CH:11]=[CH:10][C:9]2[C:4](=[CH:5][CH:6]=[CH:7][CH:8]=2)[CH:3]=1.[CH3:12][C:13]1[CH:19]=[C:18]([CH3:20])[CH:17]=[CH:16][C:14]=1[NH2:15].C(=O)([O-])[O-].[Cs+].[Cs+].C1C=CC(P(C2C(C3C(P(C4C=CC=CC=4)C4C=CC=CC=4)=CC=C4C=3C=CC=C4)=C3C(C=CC=C3)=CC=2)C2C=CC=CC=2)=CC=1, predict the reaction product. The product is: [CH3:12][C:13]1[CH:19]=[C:18]([CH3:20])[CH:17]=[CH:16][C:14]=1[NH:15][C:2]1[CH:11]=[CH:10][C:9]2[C:4](=[CH:5][CH:6]=[CH:7][CH:8]=2)[CH:3]=1. (8) Given the reactants [C:1]([O:9][CH3:10])(=[O:8])/[CH:2]=[CH:3]\[C:4]([O:6][CH3:7])=[O:5].CO[CH2:13][N:14]([CH2:20][C:21]1[CH:26]=[CH:25][CH:24]=[CH:23][CH:22]=1)[CH2:15][Si](C)(C)C.C(O)(C(F)(F)F)=O, predict the reaction product. The product is: [CH2:20]([N:14]1[CH2:15][CH:3]([C:4]([O:6][CH3:7])=[O:5])[CH:2]([C:1]([O:9][CH3:10])=[O:8])[CH2:13]1)[C:21]1[CH:26]=[CH:25][CH:24]=[CH:23][CH:22]=1. (9) Given the reactants [CH3:1][O:2][C:3]1[CH:29]=[CH:28][C:6]2[CH2:7][O:8][C:9](=[O:27])[N:10]([CH2:11][CH2:12][N:13]3[CH2:18][CH2:17][CH:16]([NH:19]C(=O)OC(C)(C)C)[CH2:15][CH2:14]3)[C:5]=2[CH:4]=1.FC(F)(F)C(O)=O, predict the reaction product. The product is: [NH2:19][CH:16]1[CH2:15][CH2:14][N:13]([CH2:12][CH2:11][N:10]2[C:5]3[CH:4]=[C:3]([O:2][CH3:1])[CH:29]=[CH:28][C:6]=3[CH2:7][O:8][C:9]2=[O:27])[CH2:18][CH2:17]1.